Predict the reactants needed to synthesize the given product. From a dataset of Full USPTO retrosynthesis dataset with 1.9M reactions from patents (1976-2016). (1) Given the product [C:19]([C:21]1[CH:26]=[CH:25][CH:24]=[CH:23][C:22]=1[C:27]1[CH:28]=[CH:29][C:30]([C:6]([N:8]2[CH2:12][C:11](=[N:13][O:14][CH3:15])[CH2:10][C@H:9]2[C:16]([NH:36][C@@H:37]2[CH2:42][CH2:41][CH2:40][CH2:39][C@H:38]2[CH2:43][OH:44])=[O:18])=[O:7])=[CH:31][CH:32]=1)#[N:20], predict the reactants needed to synthesize it. The reactants are: C(O[C:6]([N:8]1[CH2:12][C:11](=[N:13][O:14][CH3:15])[CH2:10][C@H:9]1[C:16]([OH:18])=O)=[O:7])(C)(C)C.[C:19]([C:21]1[CH:26]=[CH:25][CH:24]=[CH:23][C:22]=1[C:27]1[CH:32]=[CH:31][C:30](C(O)=O)=[CH:29][CH:28]=1)#[N:20].[NH2:36][C@@H:37]1[CH2:42][CH2:41][CH2:40][CH2:39][C@H:38]1[CH2:43][OH:44]. (2) Given the product [CH3:30][O:29][C:28](=[O:31])[NH:27][C@@H:22]([C:23]([CH3:26])([CH3:25])[CH3:24])[C:20](=[O:21])[NH:19][C@@H:5]([CH2:6][C:7]1[CH:12]=[CH:11][C:10]([C:13]2[CH:18]=[CH:17][CH:16]=[CH:15][N:14]=2)=[CH:9][CH:8]=1)[CH2:4][C@H:3]([OH:32])[C@H:2]([CH2:33][C:34]1[CH:35]=[CH:36][CH:37]=[CH:38][CH:39]=1)[NH:1][C:52](=[O:53])[C@H:51]([C:55]([CH3:57])([CH3:56])[CH3:58])[NH:50][C:48](=[O:49])[N:47]([CH3:59])[CH2:40][C:41]1[CH:46]=[CH:45][CH:44]=[CH:43][CH:42]=1, predict the reactants needed to synthesize it. The reactants are: [NH2:1][C@@H:2]([CH2:33][C:34]1[CH:39]=[CH:38][CH:37]=[CH:36][CH:35]=1)[C@@H:3]([OH:32])[CH2:4][C@@H:5]([NH:19][C:20]([C@@H:22]([NH:27][C:28](=[O:31])[O:29][CH3:30])[C:23]([CH3:26])([CH3:25])[CH3:24])=[O:21])[CH2:6][C:7]1[CH:12]=[CH:11][C:10]([C:13]2[CH:18]=[CH:17][CH:16]=[CH:15][N:14]=2)=[CH:9][CH:8]=1.[CH2:40]([N:47]([CH3:59])[C:48]([NH:50][C@@H:51]([C:55]([CH3:58])([CH3:57])[CH3:56])[C:52](O)=[O:53])=[O:49])[C:41]1[CH:46]=[CH:45][CH:44]=[CH:43][CH:42]=1.CCOP(ON1N=NC2C=CC=CC=2C1=O)(OCC)=O.C(N(CC)C(C)C)(C)C. (3) The reactants are: FC(F)(F)C(N[C@@H]1C2C(=CC=C(OC(C)C)C=2)[C@H](O)C1)=O.[CH2:22]([O:29][C:30]([NH:32]/[C:33](=[CH:38]\[C:39]1[CH:44]=[C:43]([Cl:45])[CH:42]=[C:41]([Cl:46])[CH:40]=1)/[C:34]([O:36][CH3:37])=[O:35])=[O:31])[C:23]1[CH:28]=[CH:27][CH:26]=[CH:25][CH:24]=1. Given the product [CH2:22]([O:29][C:30]([NH:32][C@@H:33]([CH2:38][C:39]1[CH:40]=[C:41]([Cl:46])[CH:42]=[C:43]([Cl:45])[CH:44]=1)[C:34]([O:36][CH3:37])=[O:35])=[O:31])[C:23]1[CH:28]=[CH:27][CH:26]=[CH:25][CH:24]=1, predict the reactants needed to synthesize it. (4) Given the product [CH2:12]([O:14][C:15]([C:17]1[N:22]=[N:21][C:20]([N:45]2[CH2:44][CH2:43][N:42]([CH2:41][CH2:40][N:35]3[CH2:36][CH2:37][CH2:38][CH2:39]3)[CH2:47][CH2:46]2)=[N:19][C:18]=1[NH:25][CH2:26][C:27]1[CH:32]=[CH:31][C:30]([Cl:33])=[CH:29][C:28]=1[Cl:34])=[O:16])[CH3:13], predict the reactants needed to synthesize it. The reactants are: ClC1C=CC=C(C(OO)=O)C=1.[CH2:12]([O:14][C:15]([C:17]1[N:22]=[N:21][C:20](SC)=[N:19][C:18]=1[NH:25][CH2:26][C:27]1[CH:32]=[CH:31][C:30]([Cl:33])=[CH:29][C:28]=1[Cl:34])=[O:16])[CH3:13].[N:35]1([CH2:40][CH2:41][N:42]2[CH2:47][CH2:46][NH:45][CH2:44][CH2:43]2)[CH2:39][CH2:38][CH2:37][CH2:36]1.C(N(CC)CC)C. (5) Given the product [CH3:10][O:11][C:12]1[C:13]([C:2]2[CH:7]=[CH:6][C:5]([Cl:8])=[CH:4][C:3]=2[CH3:9])=[CH:14][CH:15]=[CH:16][CH:17]=1, predict the reactants needed to synthesize it. The reactants are: Br[C:2]1[CH:7]=[CH:6][C:5]([Cl:8])=[CH:4][C:3]=1[CH3:9].[CH3:10][O:11][C:12]1[CH:17]=[CH:16][CH:15]=[CH:14][C:13]=1B(O)O.C(=O)([O-])[O-].[K+].[K+].CC1C=CC(S(OCC2CC3C(C4C=CC=CC=4)=CC=CC=3O2)(=O)=O)=CC=1.